This data is from Full USPTO retrosynthesis dataset with 1.9M reactions from patents (1976-2016). The task is: Predict the reactants needed to synthesize the given product. (1) The reactants are: [CH3:1][S:2](Cl)(=[O:4])=[O:3].[N+:6]([C:9]1[CH:10]=[C:11]2[C:17](=[CH:18][CH:19]=1)[CH:16]1[O:20][CH:12]2[CH2:13][NH:14][CH2:15]1)([O-:8])=[O:7].C(=O)([O-])[O-].[K+].[K+]. Given the product [CH3:1][S:2]([N:14]1[CH2:13][CH:12]2[O:20][CH:16]([C:17]3[C:11]2=[CH:10][C:9]([N+:6]([O-:8])=[O:7])=[CH:19][CH:18]=3)[CH2:15]1)(=[O:4])=[O:3], predict the reactants needed to synthesize it. (2) Given the product [F:1][C:2]([F:22])([F:23])[CH:3]([NH:4][C:5]1[CH:10]=[CH:9][CH:8]=[CH:7][CH:6]=1)[CH2:11][C:12]([OH:14])=[O:13], predict the reactants needed to synthesize it. The reactants are: [F:1][C:2]([F:23])([F:22])[CH:3]([CH:11](C(OCC)=O)[C:12]([O:14]CC)=[O:13])[NH:4][C:5]1[CH:10]=[CH:9][CH:8]=[CH:7][CH:6]=1.[OH-].[Na+]. (3) Given the product [Br:20][C:17]1[CH:18]=[C:19]2[C:11]([C:9]([C:4]3[C:3]([F:21])=[C:2]([NH:1][S:36]([C:30]4[CH:31]=[C:32]([F:35])[CH:33]=[CH:34][C:29]=4[F:28])(=[O:38])=[O:37])[CH:7]=[CH:6][C:5]=3[F:8])=[O:10])=[CH:12][NH:13][C:14]2=[N:15][CH:16]=1, predict the reactants needed to synthesize it. The reactants are: [NH2:1][C:2]1[C:3]([F:21])=[C:4]([C:9]([C:11]2[C:19]3[C:14](=[N:15][CH:16]=[C:17]([Br:20])[CH:18]=3)[NH:13][CH:12]=2)=[O:10])[C:5]([F:8])=[CH:6][CH:7]=1.N1C=CC=CC=1.[F:28][C:29]1[CH:34]=[CH:33][C:32]([F:35])=[CH:31][C:30]=1[S:36](Cl)(=[O:38])=[O:37].Cl. (4) Given the product [Br:12][CH2:9][C:3]1[CH:4]=[C:5]([F:8])[CH:6]=[CH:7][C:2]=1[F:1], predict the reactants needed to synthesize it. The reactants are: [F:1][C:2]1[CH:7]=[CH:6][C:5]([F:8])=[CH:4][C:3]=1[CH2:9]O.P(Br)(Br)[Br:12].C(=O)(O)[O-].[Na+]. (5) Given the product [CH3:26][CH:6]1[CH2:5][C@H:4]2[C@H:8]([CH2:9][N:10]([C:11]([C:13]3[N:14]=[C:15]([CH3:25])[S:16][C:17]=3[C:18]3[CH:19]=[C:20]([CH3:24])[CH:21]=[CH:22][CH:23]=3)=[O:12])[C@@H:3]2[CH2:2][NH:1][C:33](=[O:34])[C:32]2[CH:36]=[CH:37][CH:38]=[C:30]([O:29][C:28]([F:27])([F:39])[F:40])[CH:31]=2)[CH2:7]1, predict the reactants needed to synthesize it. The reactants are: [NH2:1][CH2:2][C@H:3]1[N:10]([C:11]([C:13]2[N:14]=[C:15]([CH3:25])[S:16][C:17]=2[C:18]2[CH:19]=[C:20]([CH3:24])[CH:21]=[CH:22][CH:23]=2)=[O:12])[CH2:9][C@H:8]2[C@@H:4]1[CH2:5][CH:6]([CH3:26])[CH2:7]2.[F:27][C:28]([F:40])([F:39])[O:29][C:30]1[CH:31]=[C:32]([CH:36]=[CH:37][CH:38]=1)[C:33](O)=[O:34]. (6) Given the product [CH3:1][N:2]([CH2:16][CH:15]([O:18][CH3:19])[O:14][CH3:13])[CH2:3][C:4]1[CH:5]=[CH:6][C:7]([N+:10]([O-:12])=[O:11])=[CH:8][CH:9]=1, predict the reactants needed to synthesize it. The reactants are: [CH3:1][NH:2][CH2:3][C:4]1[CH:9]=[CH:8][C:7]([N+:10]([O-:12])=[O:11])=[CH:6][CH:5]=1.[CH3:13][O:14][CH:15]([O:18][CH3:19])[CH:16]=O.C([BH3-])#N.[Na+]. (7) Given the product [CH3:9][O:8][C:5]1[CH:6]=[CH:7][C:2]([N:29]([CH3:28])[C:30]2[CH:35]=[CH:34][CH:33]=[CH:32][CH:31]=2)=[CH:3][CH:4]=1, predict the reactants needed to synthesize it. The reactants are: Br[C:2]1[CH:7]=[CH:6][C:5]([O:8][CH3:9])=[CH:4][CH:3]=1.ClC1C=CC(OC)=CC=1.IC1C=CC(OC)=CC=1.[CH3:28][NH:29][C:30]1[CH:35]=[CH:34][CH:33]=[CH:32][CH:31]=1.CC([O-])(C)C.[Na+].